From a dataset of Reaction yield outcomes from USPTO patents with 853,638 reactions. Predict the reaction yield, written as a fraction of the theoretical maximum amount of product (1.0 means a 100% yield; for example, 0.34 means a 34% yield). (1) The reactants are [CH3:1][O:2][C:3]1[CH:4]=[C:5]([C:11]([C:13]2[CH:18]=[C:17]([O:19][CH3:20])[CH:16]=[C:15]([O:21][CH3:22])[CH:14]=2)=O)[CH:6]=[CH:7][C:8]=1[O:9][CH3:10].[CH3:23][O:24][C:25](=[O:35])[CH2:26]P(OCC)(OCC)=O.[CH3:36][Si]([N-][Si](C)(C)C)(C)C.[Li+].COC1C=C(C(C2C=CC=C(OC)C=2)=CC#N)C=C(OC)C=1. No catalyst specified. The product is [CH2:23]([O:24][C:25](=[O:35])[CH:26]=[C:11]([C:5]1[CH:6]=[CH:7][C:8]([O:9][CH3:10])=[C:3]([O:2][CH3:1])[CH:4]=1)[C:13]1[CH:18]=[C:17]([O:19][CH3:20])[CH:16]=[C:15]([O:21][CH3:22])[CH:14]=1)[CH3:36]. The yield is 0.430. (2) The reactants are [I:1][C:2]1[CH:3]=[C:4]2[C:8](=[CH:9][CH:10]=1)[NH:7][C:6](=[O:11])[C:5]2=O.[N+:13]([C:16]1[CH:25]=[CH:24][CH:23]=[CH:22][C:17]=1[C:18]([NH:20][NH2:21])=[O:19])([O-:15])=[O:14]. The catalyst is C(O)(=O)C. The product is [N+:13]([C:16]1[CH:25]=[CH:24][CH:23]=[CH:22][C:17]=1[C:18]([NH:20][N:21]=[C:5]1[C:4]2[C:8](=[CH:9][CH:10]=[C:2]([I:1])[CH:3]=2)[NH:7][C:6]1=[O:11])=[O:19])([O-:15])=[O:14]. The yield is 0.730. (3) The reactants are [NH2:1][C:2]1[C:7]([CH:8]=O)=[CH:6][CH:5]=[CH:4][N:3]=1.Br[CH2:11][C:12](=O)[C:13]([CH3:16])([CH3:15])[CH3:14].[OH-:18].[Na+].Cl. No catalyst specified. The product is [C:13]([C:12]1[C:11]([OH:18])=[CH:8][C:7]2[C:2](=[N:3][CH:4]=[CH:5][CH:6]=2)[N:1]=1)([CH3:16])([CH3:15])[CH3:14]. The yield is 0.240. (4) The reactants are [NH2:1][CH2:2][CH2:3][S:4]([OH:7])(=O)=[O:5].C([O-])(=O)C.[K+].[C:13]1(=O)[O:18][C:16](=[O:17])[C:15]2=[CH:19][CH:20]=[CH:21][CH:22]=[C:14]12.P(Cl)(Cl)(Cl)(Cl)[Cl:25]. The catalyst is C(O)(=O)C.C1(C)C=CC=CC=1. The product is [O:17]=[C:16]1[C:15]2[C:14](=[CH:22][CH:21]=[CH:20][CH:19]=2)[C:13](=[O:18])[N:1]1[CH2:2][CH2:3][S:4]([Cl:25])(=[O:7])=[O:5]. The yield is 0.340. (5) The reactants are CC(C)([O-])C.[K+].Br[C:8]1[C:13]([O:14][CH2:15][CH2:16][CH2:17][NH2:18])=[CH:12][CH:11]=[CH:10][N:9]=1.C(P(C(C)(C)C)C(C)(C)C)(C)(C)C. The catalyst is C1C=CC(/C=C/C(/C=C/C2C=CC=CC=2)=O)=CC=1.C1C=CC(/C=C/C(/C=C/C2C=CC=CC=2)=O)=CC=1.[Pd].C1COCC1. The product is [N:9]1[C:8]2[NH:18][CH2:17][CH2:16][CH2:15][O:14][C:13]=2[CH:12]=[CH:11][CH:10]=1. The yield is 0.420.